From a dataset of Experimentally validated miRNA-target interactions with 360,000+ pairs, plus equal number of negative samples. Binary Classification. Given a miRNA mature sequence and a target amino acid sequence, predict their likelihood of interaction. (1) The miRNA is hsa-miR-877-3p with sequence UCCUCUUCUCCCUCCUCCCAG. The protein sequence of the target gene is MAPLGEVGNYFGVQDAVPFGNVPVLPVDSPVLLSDHLGQSEAGGLPRGPAVTDLDHLKGILRRRQLYCRTGFHLEIFPNGTIQGTRKDHSRFGILEFISIAVGLVSIRGVDSGLYLGMNEKGELYGSEKLTQECVFREQFEENWYNTYSSNLYKHVDTGRRYYVALNKDGTPREGTRTKRHQKFTHFLPRPVDPDKVPELYKDILSQS. Result: 1 (interaction). (2) The miRNA is hsa-miR-513a-3p with sequence UAAAUUUCACCUUUCUGAGAAGG. The protein sequence of the target gene is MAVSVTPIRDTKWLTLEVCREFQRGTCSRPDTECKFAHPSKSCQVENGRVIACFDSLKGRCSRENCKYLHPPPHLKTQLEINGRNNLIQQKNMAMLAQQMQLANAMMPGAPLQPVPMFSVAPSLATNASAAAFNPYLGPVSPSLVPAEILPTAPMLVTGNPGVPVPAAAAAAAQKLMRTDRLEVCREYQRGNCNRGENDCRFAHPADSTMIDTNDNTVTVCMDYIKGRCSREKCKYFHPPAHLQAKIKAAQYQVNQAAAAQAAATAAAMTQSAVKSLKRPLEATFDLGIPQAVLPPLPKR.... Result: 1 (interaction). (3) The miRNA is mmu-miR-3966 with sequence AGCUGCCAGCUGUAGAACUGU. The protein sequence of the target gene is MSQKQEEENPAEETGEEKQDTQEKEGILPEKAEEAKLKAKYPSLGQKPGGSDFLMKRLQKGQKYFDSGDYNMAKAKMKNKQLPSAGADKNLVTGDHIPTPQDLPQRKSSLVTSKLAGGQVE. Result: 0 (no interaction). (4) The miRNA is hsa-miR-3145-3p with sequence AGAUAUUUUGAGUGUUUGGAAUUG. The protein sequence of the target gene is MARAQALVLALTFQFCAPETETPAAGCTFEEASDPVVPCEFSQAQYDDFQWEQVRIHPGTRTPEDLPHGAYLMVNASQHAPGQRAHIIFQTLSENDTHCVQFSYFLYSRDGHSPGTLGVYVRVNGGPLGSAVWNMTGSHGRQWHQAELAVSTFWPNEYQVLFEALISPDHKGYIGLDDILLFSYPCAKAPHFSRLGDVEVNAGQNASFQCMAAGRAAEAEHFFLQRQSGVLVPAAGVRHISHRRFLATFPLASVGRSEQDLYRCVSQAPRGAGVSNFAELIVKEPPTPIAPPQLLRAGPT.... Result: 0 (no interaction). (5) The miRNA is mmu-miR-466p-3p with sequence AUACAUACACGCACACAUAAGA. The protein sequence of the target gene is MKDPSRSSTSPSIINEDVIINGHSHEDDNPFAEYMWMENEEEFNRQIEEELWEEEFIERCFQEMLEEEEEHEWFIPARDLPQTMDQIQDQFNDLVISDGSSLEDLVVKSNLNPNAKEFVPGVKYGNI. Result: 0 (no interaction). (6) The miRNA is hsa-miR-3941 with sequence UUACACACAACUGAGGAUCAUA. The protein sequence of the target gene is MAFLPSWVCVLVGSFSASLAGTSNLSETEPPLWKESPGQLSDYRVENSMYIINPWVYLERMGMYKIILNQTARYFAKFAPDNEQNILWGLPLQYGWQYRTGRLADPTRRTNCGYESGDHMCISVDSWWADLNYFLSSLPFLAAVDSGVMGISSDQVRLLPPPKNERKFCYDVSSCRSSFPETMNKWNTFYQYLQSPFSKFDDLLKYLWAAHTSTLADNIKSFEDRYDYYSKAEAHFERSWVLAVDHLAAVLFPTTLIRSYKFQKGMPPRILLNTDVAPFISDFTAFQNVVLVLLNMLDNV.... Result: 0 (no interaction). (7) The miRNA is hsa-miR-658 with sequence GGCGGAGGGAAGUAGGUCCGUUGGU. The protein sequence of the target gene is MAARGGGAGGAGSGSGPSAGTAGEAAEPALRPGEVAALHPQEVAARLQRMRRELSNRRKILVKNLPQDSSSQEVHELLQDYELKYCYVDRNKRTAFVTLLNGEQAQSAIQRFHQFSFRGRELTVQLQPTDALLCITNLPISFTLEEFEELVRAYGNIERCFLVYSEVTGHSKGYGFVEYMKKDFAAKARLELLGRQMGASALFAQWMDVNLLASELIHSKCLCIDKLPSDYSDSEELLQLFSGIHKPVFCQLAQDEGSHGGGFAVVEYSTAEHAEEVQQVADGITIKGSQVQLSFCAPGA.... Result: 0 (no interaction). (8) The miRNA is mmu-miR-192-5p with sequence CUGACCUAUGAAUUGACAGCC. The protein sequence of the target gene is MAPPLAPLPPRDPNGAGPEWREPGAVSFADVAVYFCREEWGCLRPAQRALYRDVMRETYGHLSALGIGGNKPALISWVEEEAELWGPAAQDPEVAKCQTQTDPADSRNKKKERQREGTGALEKPDPVAAGSPGLKSPQAPSAGPPYGWEQLSKAPHRGRPSLCAHPPVPRADQRHGCYVCGKSFAWRSTLVEHVYSHTGEKPFHCTDCGKGFGHASSLSKHRAIHRGERPHRCLECGRAFTQRSALTSHLRVHTGEKPYGCADCGRRFSQSSALYQHRRVHSGETPFPCPDCGRAFAYPS.... Result: 0 (no interaction). (9) The miRNA is mmu-miR-30a-5p with sequence UGUAAACAUCCUCGACUGGAAG. The protein sequence of the target gene is MPSSSDTALGGGGGLSWAEKKLEERRKRRRFLSPQQPPLLLPLLQPQLLQPPPPPPPLLFLAAPGAAAAAAAAAAASSSCFSPGPPLEVKRLARGKRRPGGRQKRRRGPRAGQEAEKRRVFSLPQPQQDGGGGASSGGGVTPLVEYEDVSSQSEQGLLLGGASAATAATAAGGTGGNGGSPASSSGTQRRAEGSERRPRRDRRSSSGRSKERHREHRRRDGTRSGSEASKARSRHGHSGEERAEAAKSGSSSSSGGRRKSASATSSSSSSRKDRDLKAHRSRTKSSKEPPSAYKEPPKAY.... Result: 1 (interaction).